This data is from hERG potassium channel inhibition data for cardiac toxicity prediction from Karim et al.. The task is: Regression/Classification. Given a drug SMILES string, predict its toxicity properties. Task type varies by dataset: regression for continuous values (e.g., LD50, hERG inhibition percentage) or binary classification for toxic/non-toxic outcomes (e.g., AMES mutagenicity, cardiotoxicity, hepatotoxicity). Dataset: herg_karim. (1) The drug is CCOC(=O)C1=C[C@]2(CC)CCC[N+]3CCc4c(n1c1ccccc41)[C@@H]32. The result is 1 (blocker). (2) The drug is COC1COCCC1N[C@@H]1C[C@H]2CN(C(=O)OCC(C)C)C[C@@]2(C(=O)N2CCc3ncc(C(F)(F)F)cc3C2)C1. The result is 0 (non-blocker). (3) The drug is COc1ccc(CN(C)C)c(Oc2ccc(Cl)c(Cl)c2)c1. The result is 1 (blocker). (4) The drug is Cc1cn(CC(O)c2ccc(Cl)cc2Cl)c(N)n1. The result is 0 (non-blocker). (5) The drug is Cc1ncc(-c2nc(Nc3ccc(C(=O)N(C)C)cc3)ncc2F)n1C(C)C. The result is 0 (non-blocker). (6) The compound is Cc1ccnc(-n2nnc3c2CCN(C(=O)c2cccc(C(F)(F)F)c2Cl)[C@@H]3C)n1. The result is 0 (non-blocker). (7) The drug is Cc1ncoc1-c1nnc(SCCCN[C@@H]2CC[C@]3(c4ccc(C(F)(F)F)cc4)CC23)n1C. The result is 1 (blocker).